Dataset: Peptide-MHC class II binding affinity with 134,281 pairs from IEDB. Task: Regression. Given a peptide amino acid sequence and an MHC pseudo amino acid sequence, predict their binding affinity value. This is MHC class II binding data. (1) The peptide sequence is YAAALVAMPTLAELA. The MHC is HLA-DPA10201-DPB11401 with pseudo-sequence HLA-DPA10201-DPB11401. The binding affinity (normalized) is 0.400. (2) The peptide sequence is AFILDGDNLFPFV. The MHC is HLA-DQA10501-DQB10201 with pseudo-sequence HLA-DQA10501-DQB10201. The binding affinity (normalized) is 0.799. (3) The peptide sequence is DFALIVNAPNHEGIQ. The MHC is DRB1_0701 with pseudo-sequence DRB1_0701. The binding affinity (normalized) is 0.162. (4) The binding affinity (normalized) is 0.604. The peptide sequence is GELQIVEKIDAAFKI. The MHC is DRB1_1302 with pseudo-sequence DRB1_1302.